Dataset: Forward reaction prediction with 1.9M reactions from USPTO patents (1976-2016). Task: Predict the product of the given reaction. (1) Given the reactants [NH2:1][C:2]1[CH:7]=[CH:6][CH:5]=[CH:4][C:3]=1[NH:8][C:9]([C:11]1[C:12]([N:26]2[CH2:31][CH2:30][O:29][CH2:28][CH2:27]2)=[N:13][C:14]([NH:17][C:18]2[CH:23]=[CH:22][C:21]([F:24])=[C:20]([Cl:25])[CH:19]=2)=[N:15][CH:16]=1)=O, predict the reaction product. The product is: [NH:8]1[C:3]2[CH:4]=[CH:5][CH:6]=[CH:7][C:2]=2[N:1]=[C:9]1[C:11]1[C:12]([N:26]2[CH2:31][CH2:30][O:29][CH2:28][CH2:27]2)=[N:13][C:14]([NH:17][C:18]2[CH:23]=[CH:22][C:21]([F:24])=[C:20]([Cl:25])[CH:19]=2)=[N:15][CH:16]=1. (2) The product is: [CH2:1]([O:3][C:4]([C:6]1[C:7]([CH3:22])=[N:8][N:9]([C:12]2[CH:17]=[C:16]([C:18](=[O:20])[NH:31][CH:30]3[CH2:28][CH2:29]3)[CH:15]=[CH:14][C:13]=2[CH3:21])[C:10]=1[NH2:11])=[O:5])[CH3:2]. Given the reactants [CH2:1]([O:3][C:4]([C:6]1[C:7]([CH3:22])=[N:8][N:9]([C:12]2[CH:17]=[C:16]([C:18]([OH:20])=O)[CH:15]=[CH:14][C:13]=2[CH3:21])[C:10]=1[NH2:11])=[O:5])[CH3:2].CCN=C=N[CH2:28][CH2:29][CH2:30][N:31](C)C.C1C=CC2N(O)N=NC=2C=1.C(N(C(C)C)CC)(C)C.C1(N)CC1, predict the reaction product.